From a dataset of Full USPTO retrosynthesis dataset with 1.9M reactions from patents (1976-2016). Predict the reactants needed to synthesize the given product. (1) Given the product [F:10][C:8]1[CH:7]=[CH:6][C:5]([S:11][C:12]2[S:13][CH:14]=[CH:15][C:16]=2[CH2:17][OH:18])=[C:4]([CH2:1][OH:2])[CH:9]=1, predict the reactants needed to synthesize it. The reactants are: [C:1]([C:4]1[CH:9]=[C:8]([F:10])[CH:7]=[CH:6][C:5]=1[S:11][C:12]1[S:13][CH:14]=[CH:15][C:16]=1[C:17](O)=[O:18])(O)=[O:2].C(C1C=CC=C([N+]([O-])=O)C=1SC1C=CC(F)=CC=1C(O)=O)(O)=O.B. (2) Given the product [CH3:9][CH2:10][CH2:11][CH2:12][CH2:13][CH2:14][CH2:15][CH2:16][CH2:17][C:18]([OH:20])=[O:19].[CH3:29][CH2:30][CH2:31][CH2:32][CH2:33][CH2:34][CH2:35][C:36]([OH:38])=[O:37].[CH2:42]([OH:41])[CH:43]([OH:49])[CH2:44][OH:45], predict the reactants needed to synthesize it. The reactants are: CCCCCCCC[CH2:9][CH2:10][CH2:11][CH2:12][CH2:13][CH2:14][CH2:15][CH2:16][CH2:17][C:18]([OH:20])=[O:19].CCCCCCCC[CH2:29][CH2:30][CH2:31][CH2:32][CH2:33][CH2:34][CH2:35][C:36]([OH:38])=[O:37].C(O)C[O:41][CH2:42][CH:43]([O:49]CCO)[CH2:44][O:45]CCO.CCCCCCCC(OCC(O)CO)=O. (3) Given the product [CH2:9]=[CH:10][C:1]1[CH:6]=[CH:5][CH:4]=[CH:3][CH:2]=1.[CH2:1]=[CH2:2], predict the reactants needed to synthesize it. The reactants are: [C:1]1([Mg]Br)[CH:6]=[CH:5][CH:4]=[CH:3][CH:2]=1.[CH2:9](OCC)[CH3:10]. (4) Given the product [N:1]1([S:7]([NH2:10])(=[O:9])=[O:8])[CH2:6][CH2:5][O:4][CH2:3][CH2:2]1, predict the reactants needed to synthesize it. The reactants are: [N:1]1([S:7]([NH:10]C(=O)OCC2C=CC=CC=2)(=[O:9])=[O:8])[CH2:6][CH2:5][O:4][CH2:3][CH2:2]1.[H][H]. (5) Given the product [Br:1][C:2]1[CH:7]=[N:6][CH:5]=[C:4]([C:8]2[N:12]=[N:13][NH:14][N:9]=2)[CH:3]=1, predict the reactants needed to synthesize it. The reactants are: [Br:1][C:2]1[CH:3]=[C:4]([C:8]#[N:9])[CH:5]=[N:6][CH:7]=1.[Cl-].[NH4+].[N-:12]=[N+:13]=[N-:14].[Na+].Cl. (6) Given the product [C:1]([O:5][C:6](=[O:7])[N:17]([CH2:21][CH2:44][C:45](=[O:33])[NH:42][C:38]1[CH:39]=[CH:40][CH:41]=[C:36]([O:35][CH3:34])[C:37]=1[NH2:43])[CH3:16])([CH3:2])([CH3:3])[CH3:4], predict the reactants needed to synthesize it. The reactants are: [C:1]([O:5][C:6](C(NC)(C)C(O)=O)=[O:7])([CH3:4])([CH3:3])[CH3:2].C[CH2:16][N:17]([CH:21](C)C)C(C)C.C1C=CC2N([OH:33])N=NC=2C=1.[CH3:34][O:35][C:36]1[CH:41]=[CH:40][CH:39]=[C:38]([NH2:42])[C:37]=1[NH2:43].[CH2:44](Cl)[CH2:45]Cl. (7) Given the product [F:15][C:16]1[CH:17]=[C:18]([CH2:22][CH2:23][C:24]([CH:7]2[C:2](=[O:1])[CH2:3][CH2:4][N:5]([C:8]([O:10][C:11]([CH3:14])([CH3:13])[CH3:12])=[O:9])[CH2:6]2)=[O:25])[CH:19]=[CH:20][CH:21]=1, predict the reactants needed to synthesize it. The reactants are: [O:1]=[C:2]1[CH2:7][CH2:6][N:5]([C:8]([O:10][C:11]([CH3:14])([CH3:13])[CH3:12])=[O:9])[CH2:4][CH2:3]1.[F:15][C:16]1[CH:17]=[C:18]([CH2:22][CH2:23][C:24](Cl)=[O:25])[CH:19]=[CH:20][CH:21]=1.